This data is from Reaction yield outcomes from USPTO patents with 853,638 reactions. The task is: Predict the reaction yield, written as a fraction of the theoretical maximum amount of product (1.0 means a 100% yield; for example, 0.34 means a 34% yield). (1) The product is [C:1]([C:5]1[CH:9]=[C:8]([CH2:10][NH:11][C:32](=[O:33])[CH:31]([C:22]2[CH:23]=[CH:24][C:25]([CH2:26][O:27][CH2:28][CH2:29][OH:30])=[C:20]([F:19])[CH:21]=2)[CH3:35])[N:7]([C:12]2[CH:13]=[CH:14][C:15]([F:18])=[CH:16][CH:17]=2)[N:6]=1)([CH3:4])([CH3:2])[CH3:3]. The catalyst is C1COCC1.CN(C=O)C. The yield is 0.780. The reactants are [C:1]([C:5]1[CH:9]=[C:8]([CH2:10][NH2:11])[N:7]([C:12]2[CH:17]=[CH:16][C:15]([F:18])=[CH:14][CH:13]=2)[N:6]=1)([CH3:4])([CH3:3])[CH3:2].[F:19][C:20]1[CH:21]=[C:22]([CH:31]([CH3:35])[C:32](O)=[O:33])[CH:23]=[CH:24][C:25]=1[CH2:26][O:27][CH2:28][CH2:29][OH:30].C1C=CC2N(O)N=NC=2C=1.CN(C(ON1N=NC2C=CC=CC1=2)=[N+](C)C)C.[B-](F)(F)(F)F.CCN(C(C)C)C(C)C. (2) The reactants are Cl.[F:2][C:3]1[CH:30]=[CH:29][C:6]([CH2:7][NH:8][C:9]([C:11]2[CH:16]=[C:15]([C:17]3[CH2:21][CH:20]([CH:22]4[CH2:27][CH2:26][NH:25][CH2:24][CH2:23]4)[O:19][N:18]=3)[N:14]=[C:13]([CH3:28])[N:12]=2)=[O:10])=[CH:5][C:4]=1[O:31][CH3:32].[C:33]([O:36][CH2:37][C:38](Cl)=[O:39])(=[O:35])[CH3:34]. The catalyst is ClCCl.O. The product is [C:33]([O:36][CH2:37][C:38]([N:25]1[CH2:24][CH2:23][CH:22]([CH:20]2[O:19][N:18]=[C:17]([C:15]3[CH:16]=[C:11]([C:9](=[O:10])[NH:8][CH2:7][C:6]4[CH:29]=[CH:30][C:3]([F:2])=[C:4]([O:31][CH3:32])[CH:5]=4)[N:12]=[C:13]([CH3:28])[N:14]=3)[CH2:21]2)[CH2:27][CH2:26]1)=[O:39])(=[O:35])[CH3:34]. The yield is 0.900. (3) The reactants are C(N(CC)CC)C.[CH:8]([C:10]1[C:18]2[C:13](=[CH:14][CH:15]=[CH:16][CH:17]=2)[N:12](C(OC(C)(C)C)=O)[CH:11]=1)=[O:9].[CH3:26][N:27]1[C:31]([CH3:32])=[CH:30][C:29]([CH:33]=[N:34][C:35]2[CH:40]=[CH:39][CH:38]=[C:37]([O:41][CH3:42])[CH:36]=2)=[N:28]1. The catalyst is [Cl-].C([N+]1C(C)=C(CCO)SC=1)C1C=CC=CC=1.C(O)C. The product is [CH3:26][N:27]1[C:31]([CH3:32])=[CH:30][C:29]([CH:33]([NH:34][C:35]2[CH:40]=[CH:39][CH:38]=[C:37]([O:41][CH3:42])[CH:36]=2)[C:8]([C:10]2[C:18]3[C:13](=[CH:14][CH:15]=[CH:16][CH:17]=3)[NH:12][CH:11]=2)=[O:9])=[N:28]1. The yield is 0.220. (4) The reactants are [O:1]([C:8]1[C:9]([NH:21][C:22]2[S:26][N:25]=[C:24]([CH:27]3[CH2:32][CH2:31][N:30]([S:33]([CH2:36][CH2:37][N:38]4C(=O)C5C(=CC=CC=5)C4=O)(=[O:35])=[O:34])[CH2:29][CH2:28]3)[N:23]=2)=[N:10][CH:11]=[C:12]([S:14][C:15]2[CH:20]=[CH:19][CH:18]=[CH:17][N:16]=2)[CH:13]=1)[C:2]1[CH:7]=[CH:6][CH:5]=[CH:4][CH:3]=1.O.NN. The catalyst is CCO. The product is [NH2:38][CH2:37][CH2:36][S:33]([N:30]1[CH2:29][CH2:28][CH:27]([C:24]2[N:23]=[C:22]([NH:21][C:9]3[C:8]([O:1][C:2]4[CH:7]=[CH:6][CH:5]=[CH:4][CH:3]=4)=[CH:13][C:12]([S:14][C:15]4[CH:20]=[CH:19][CH:18]=[CH:17][N:16]=4)=[CH:11][N:10]=3)[S:26][N:25]=2)[CH2:32][CH2:31]1)(=[O:35])=[O:34]. The yield is 0.145. (5) The reactants are [Br-].[Li+].[H-].[Na+].[CH3:5][O:6][C:7]1[CH:8]=[CH:9][C:10]2[N:15]=[CH:14][C:13](=[O:16])[NH:12][C:11]=2[N:17]=1.[CH2:18](Br)[CH:19]=[CH2:20]. The catalyst is CN(C)C=O.O. The product is [CH3:5][O:6][C:7]1[CH:8]=[CH:9][C:10]2[N:15]=[CH:14][C:13](=[O:16])[N:12]([CH2:20][CH:19]=[CH2:18])[C:11]=2[N:17]=1. The yield is 0.980. (6) The catalyst is ClCCl. The yield is 0.660. The product is [Cl:1][C:2]1[C:7]([CH:8]=[O:9])=[CH:6][CH:5]=[C:4]([Cl:10])[N:3]=1. The reactants are [Cl:1][C:2]1[C:7]([CH2:8][OH:9])=[CH:6][CH:5]=[C:4]([Cl:10])[N:3]=1.C1C=CC(N=NC2C=CC(N)=NC=2N)=CC=1.Cl.[Cr](Cl)([O-])(=O)=O.C(OCC)C. (7) The reactants are [F:1]C1N=C(F)N=C(F)N=1.N1C=CC=CC=1.[CH:16]1([CH2:21][C@H:22]([CH2:26][N:27]([CH:36]=[O:37])[O:28][CH2:29][C:30]2[CH:35]=[CH:34][CH:33]=[CH:32][CH:31]=2)[C:23](O)=[O:24])[CH2:20][CH2:19][CH2:18][CH2:17]1.C(O)(=O)CC(CC(O)=O)(C(O)=O)O. The catalyst is ClCCl. The product is [CH:16]1([CH2:21][C@H:22]([CH2:26][N:27]([CH:36]=[O:37])[O:28][CH2:29][C:30]2[CH:35]=[CH:34][CH:33]=[CH:32][CH:31]=2)[C:23]([F:1])=[O:24])[CH2:20][CH2:19][CH2:18][CH2:17]1. The yield is 0.647.